Task: Predict the reaction yield, written as a fraction of the theoretical maximum amount of product (1.0 means a 100% yield; for example, 0.34 means a 34% yield).. Dataset: Reaction yield outcomes from USPTO patents with 853,638 reactions (1) The reactants are [CH:1]1([S:4]([NH2:7])(=[O:6])=[O:5])[CH2:3][CH2:2]1.C(N(CC)CC)C.[C:15](O[C:15]([O:17][C:18]([CH3:21])([CH3:20])[CH3:19])=[O:16])([O:17][C:18]([CH3:21])([CH3:20])[CH3:19])=[O:16]. The catalyst is CN(C)C1C=CN=CC=1.C(Cl)Cl. The product is [CH:1]1([S:4]([NH:7][C:15](=[O:16])[O:17][C:18]([CH3:21])([CH3:20])[CH3:19])(=[O:6])=[O:5])[CH2:3][CH2:2]1. The yield is 0.960. (2) The reactants are [N:1]12[CH2:8][CH2:7][CH:4]([CH2:5][CH2:6]1)[C@H:3]([NH:9][C:10]([C:12]1[CH:13]=[CH:14][CH:15]=[C:16]3[O:20][C:19]([CH:21]4[CH2:26][CH2:25][CH2:24][CH2:23][CH2:22]4)=[N:18][C:17]=13)=[O:11])[CH2:2]2.[ClH:27]. The catalyst is CO.C(OCC)C. The product is [ClH:27].[N:1]12[CH2:8][CH2:7][CH:4]([CH2:5][CH2:6]1)[C@H:3]([NH:9][C:10]([C:12]1[CH:13]=[CH:14][CH:15]=[C:16]3[O:20][C:19]([CH:21]4[CH2:22][CH2:23][CH2:24][CH2:25][CH2:26]4)=[N:18][C:17]=13)=[O:11])[CH2:2]2. The yield is 0.960. (3) The reactants are [Cl:1][C:2]1[CH:3]=[C:4]([NH:9][C:10]([C:12]2[C:16]([CH2:17][OH:18])=[N:15][O:14][N:13]=2)=[O:11])[CH:5]=[CH:6][C:7]=1[F:8].N1C(C)=CC=CC=1C.O([Si:35]([CH:42]([CH3:44])[CH3:43])([CH:39]([CH3:41])[CH3:40])[CH:36]([CH3:38])[CH3:37])S(C(F)(F)F)(=O)=O. The catalyst is ClCCl. The product is [Cl:1][C:2]1[CH:3]=[C:4]([NH:9][C:10]([C:12]2[C:16]([CH2:17][O:18][Si:35]([CH:42]([CH3:44])[CH3:43])([CH:39]([CH3:41])[CH3:40])[CH:36]([CH3:38])[CH3:37])=[N:15][O:14][N:13]=2)=[O:11])[CH:5]=[CH:6][C:7]=1[F:8]. The yield is 0.910. (4) The yield is 0.380. The reactants are Cl[CH2:2][CH2:3][C:4]([CH:6]1[CH2:10][CH2:9][CH2:8][CH2:7]1)=[O:5].[N-:11]=[N+]=[N-].[Na+].S([O-])([O-])(=O)=O.[Na+].[Na+].[C:22]([O:29]C(OC(C)(C)C)=O)(=O)[O:23][C:24]([CH3:27])([CH3:26])[CH3:25]. The catalyst is CN(C=O)C. The product is [C:24]([O:23][C:22](=[O:29])[NH:11][CH2:2][CH2:3][C:4]([CH:6]1[CH2:10][CH2:9][CH2:8][CH2:7]1)=[O:5])([CH3:27])([CH3:26])[CH3:25]. (5) The reactants are [CH2:1]([O:3][C:4](=[O:18])[C:5]1[CH:10]=[C:9]([N+:11]([O-:13])=[O:12])[CH:8]=[C:7]([N+:14]([O-:16])=[O:15])[C:6]=1[CH3:17])[CH3:2].CO[CH:21]([N:24]([CH3:26])[CH3:25])OC. The catalyst is CN(C=O)C. The product is [CH2:1]([O:3][C:4](=[O:18])[C:5]1[CH:10]=[C:9]([N+:11]([O-:13])=[O:12])[CH:8]=[C:7]([N+:14]([O-:16])=[O:15])[C:6]=1[CH:17]=[CH:21][N:24]([CH3:26])[CH3:25])[CH3:2]. The yield is 0.480. (6) The reactants are [C:1]1(=[O:22])[N:5]([CH2:6][C:7]2[C:16]3[C:11](=[CH:12][CH:13]=[CH:14][CH:15]=3)[CH2:10][CH2:9][N:8]=2)[C:4](=[O:17])[C:3]2=[CH:18][CH:19]=[CH:20][CH:21]=[C:2]12.CC(O)=O.[BH-](OC(C)=O)(OC(C)=O)OC(C)=O.[Na+]. The catalyst is C(Cl)Cl. The product is [C:4]1(=[O:17])[N:5]([CH2:6][CH:7]2[C:16]3[C:11](=[CH:12][CH:13]=[CH:14][CH:15]=3)[CH2:10][CH2:9][NH:8]2)[C:1](=[O:22])[C:2]2=[CH:21][CH:20]=[CH:19][CH:18]=[C:3]12. The yield is 0.720.